This data is from Forward reaction prediction with 1.9M reactions from USPTO patents (1976-2016). The task is: Predict the product of the given reaction. (1) Given the reactants [CH3:1][C:2]1[N:6]=[C:5]([C:7]2[CH:12]=[CH:11][C:10]([N+:13]([O-])=O)=[CH:9][CH:8]=2)[S:4][N:3]=1.[Sn](Cl)Cl.C(=O)([O-])O.[Na+], predict the reaction product. The product is: [CH3:1][C:2]1[N:6]=[C:5]([C:7]2[CH:12]=[CH:11][C:10]([NH2:13])=[CH:9][CH:8]=2)[S:4][N:3]=1. (2) Given the reactants Cl.[C:2]1([CH2:8][N:9]2[CH2:16][CH2:15][CH2:14][C@H:10]2[C:11]([OH:13])=O)[CH:7]=[CH:6][CH:5]=[CH:4][CH:3]=1.[CH:17]1[CH:18]=CC2N(O)N=[N:23][C:21]=2[CH:22]=1.[CH3:27]N1CCOCC1.N1CCCCC1.CCN=C=NCCCN(C)C, predict the reaction product. The product is: [C:2]1([CH2:8][N:9]2[CH2:16][CH2:15][CH2:14][CH2:27][C@H:10]2[C:11]([N:23]2[CH2:18][CH2:17][CH2:22][CH2:21]2)=[O:13])[CH:3]=[CH:4][CH:5]=[CH:6][CH:7]=1. (3) Given the reactants P(=O)(O)(O)O.Cl[C:7]1[CH:12]=[CH:11][C:10](NC(=O)COCC(O)=O)=[C:9]([C:22]([O:24]C)=[O:23])[CH:8]=1, predict the reaction product. The product is: [C:22]([OH:24])(=[O:23])[C:9]1[CH:10]=[CH:11][CH:12]=[CH:7][CH:8]=1. (4) Given the reactants Br[C:2]1[CH:3]=[C:4]([CH:8]([C:19]2[CH:24]=[CH:23][CH:22]=[CH:21][CH:20]=2)[CH2:9]/[C:10](/[C:13]2[CH:18]=[CH:17][N:16]=[CH:15][CH:14]=2)=[N:11]\[OH:12])[CH:5]=[CH:6][CH:7]=1.[CH3:25][S:26]([C:29]1[CH:34]=[CH:33][C:32](B(O)O)=[CH:31][CH:30]=1)(=[O:28])=[O:27], predict the reaction product. The product is: [CH3:25][S:26]([C:29]1[CH:34]=[CH:33][C:32]([C:2]2[CH:7]=[CH:6][CH:5]=[C:4]([CH:8]([C:19]3[CH:24]=[CH:23][CH:22]=[CH:21][CH:20]=3)[CH2:9]/[C:10](/[C:13]3[CH:14]=[CH:15][N:16]=[CH:17][CH:18]=3)=[N:11]\[OH:12])[CH:3]=2)=[CH:31][CH:30]=1)(=[O:28])=[O:27]. (5) The product is: [ClH:1].[Cl:1][C:2]1[S:3][C:4]([C:7]([NH2:13])=[NH:8])=[CH:5][N:6]=1. Given the reactants [Cl:1][C:2]1[S:3][C:4]([C:7]#[N:8])=[CH:5][N:6]=1.C[O-].[Na+].[Cl-].[NH4+:13], predict the reaction product.